Dataset: Full USPTO retrosynthesis dataset with 1.9M reactions from patents (1976-2016). Task: Predict the reactants needed to synthesize the given product. (1) Given the product [Cl:3][C:4]1[C:5]2[CH:12]=[CH:11][N:10]([CH2:18][O:17][CH2:16][CH2:15][Si:14]([CH3:21])([CH3:20])[CH3:13])[C:6]=2[N:7]=[CH:8][N:9]=1, predict the reactants needed to synthesize it. The reactants are: [H-].[Na+].[Cl:3][C:4]1[N:9]=[CH:8][NH:7][C:6]2=[N:10][CH:11]=[CH:12][C:5]=12.[CH3:13][Si:14]([CH3:21])([CH3:20])[CH2:15][CH2:16][O:17][CH2:18]Cl. (2) Given the product [O:1]1[C:6]2[CH:7]=[CH:8][CH:9]=[CH:10][C:5]=2[O:4][CH2:3][CH:2]1[CH2:11][N:12]1[CH2:17][CH2:16][CH2:15][C:14]([CH2:19][O:20][CH2:21][CH3:22])([CH3:18])[CH2:13]1, predict the reactants needed to synthesize it. The reactants are: [O:1]1[C:6]2[CH:7]=[CH:8][CH:9]=[CH:10][C:5]=2[O:4][CH2:3][CH:2]1[CH2:11][N:12]1[CH2:17][CH2:16][CH2:15][C:14]([CH2:19][O:20][CH3:21])([CH3:18])[CH2:13]1.[CH2:22](I)C. (3) Given the product [Cl:1][C:2]1[CH:3]=[CH:4][C:5]([CH2:8][C:9]([O:11][CH3:12])=[O:10])=[CH:6][N+:7]=1[O-:21], predict the reactants needed to synthesize it. The reactants are: [Cl:1][C:2]1[N:7]=[CH:6][C:5]([CH2:8][C:9]([O:11][CH3:12])=[O:10])=[CH:4][CH:3]=1.C1C=C(Cl)C=C(C(OO)=[O:21])C=1. (4) Given the product [F:1][C:2]1([F:14])[CH2:7][CH2:6][CH:5]([NH:8][CH2:9][CH:10]([CH3:11])[CH3:12])[CH2:4][CH2:3]1, predict the reactants needed to synthesize it. The reactants are: [F:1][C:2]1([F:14])[CH2:7][CH2:6][CH:5]([NH:8][C:9](=O)[CH:10]([CH3:12])[CH3:11])[CH2:4][CH2:3]1.B.C1COCC1. (5) Given the product [F:26][C:25]([F:28])([F:27])[C:23]([OH:29])=[O:24].[O:1]1[CH:5]=[CH:4][CH:3]=[C:2]1[C:6]([C:8]1[CH2:15][CH:14]2[CH:10]([CH2:11][NH:12][CH2:13]2)[CH:9]=1)=[O:7], predict the reactants needed to synthesize it. The reactants are: [O:1]1[CH:5]=[CH:4][CH:3]=[C:2]1[C:6]([C:8]1[CH2:15][CH:14]2[CH:10]([CH2:11][N:12](C(OC(C)(C)C)=O)[CH2:13]2)[CH:9]=1)=[O:7].[C:23]([OH:29])([C:25]([F:28])([F:27])[F:26])=[O:24]. (6) Given the product [CH3:27][N:23]1[CH:24]=[CH:25][N:26]=[C:22]1[S:21][CH2:9][C:10]([C:12]1[C:17]([CH3:18])=[CH:16][C:15]([CH3:19])=[CH:14][C:13]=1[CH3:20])=[O:11], predict the reactants needed to synthesize it. The reactants are: CCN(CC)CC.Br[CH2:9][C:10]([C:12]1[C:17]([CH3:18])=[CH:16][C:15]([CH3:19])=[CH:14][C:13]=1[CH3:20])=[O:11].[SH:21][C:22]1[N:23]([CH3:27])[CH:24]=[CH:25][N:26]=1. (7) Given the product [CH:1]1([N:4]2[C:13]3[C:8](=[C:9]([NH:47][CH2:46][C:45]4[CH:48]=[CH:49][C:42]([O:41][CH3:40])=[CH:43][CH:44]=4)[C:10]([F:25])=[C:11]([NH:15][CH2:16][CH2:17][NH:18][C:19]4[CH:24]=[CH:23][CH:22]=[CH:21][N:20]=4)[C:12]=3[F:14])[C:7](=[O:27])[CH:6]=[C:5]2[C:28]([O:30][CH2:31][CH3:32])=[O:29])[CH2:3][CH2:2]1, predict the reactants needed to synthesize it. The reactants are: [CH:1]1([N:4]2[C:13]3[C:8](=[C:9](F)[C:10]([F:25])=[C:11]([NH:15][CH2:16][CH2:17][NH:18][C:19]4[CH:24]=[CH:23][CH:22]=[CH:21][N:20]=4)[C:12]=3[F:14])[C:7](=[O:27])[CH:6]=[C:5]2[C:28]([O:30][CH2:31][CH3:32])=[O:29])[CH2:3][CH2:2]1.C(N(CC)CC)C.[CH3:40][O:41][C:42]1[CH:49]=[CH:48][C:45]([CH2:46][NH2:47])=[CH:44][CH:43]=1.O. (8) Given the product [CH2:21]([O:20][C:18]([C:15]1([CH2:3][CH:1]=[CH2:2])[CH2:16][CH2:17][CH:12]([O:11][C:10]2[CH:9]=[CH:8][C:7]([Br:6])=[CH:24][CH:23]=2)[CH2:13][CH2:14]1)=[O:19])[CH3:22], predict the reactants needed to synthesize it. The reactants are: [CH:1]([Mg]Br)([CH3:3])[CH3:2].[Br:6][C:7]1[CH:24]=[CH:23][C:10]([O:11][CH:12]2[CH2:17][CH2:16][CH:15]([C:18]([O:20][CH2:21][CH3:22])=[O:19])[CH2:14][CH2:13]2)=[CH:9][CH:8]=1.C(Br)C=C. (9) Given the product [C:6]([O:10][C:11](=[O:28])[NH:12][CH2:13][CH2:14][CH2:15][C:16](=[O:27])[N:17]([C:18]1[CH:23]=[C:22]([C:24]#[N:25])[CH:21]=[CH:20][C:19]=1[NH2:26])[CH2:32][CH2:33][CH3:34])([CH3:9])([CH3:7])[CH3:8], predict the reactants needed to synthesize it. The reactants are: CN(C=O)C.[C:6]([O:10][C:11](=[O:28])[NH:12][CH2:13][CH2:14][CH2:15][C:16](=[O:27])[NH:17][C:18]1[CH:23]=[C:22]([C:24]#[N:25])[CH:21]=[CH:20][C:19]=1[NH2:26])([CH3:9])([CH3:8])[CH3:7].[H-].[Na+].I[CH2:32][CH2:33][CH3:34].